Dataset: Forward reaction prediction with 1.9M reactions from USPTO patents (1976-2016). Task: Predict the product of the given reaction. (1) The product is: [F:22][C:23]1[CH:24]=[N:25][C:26]([C@@H:29]([NH:31][C:2]2[N:7]=[C:6]([NH:8][C:9]3[CH:13]=[C:12]([O:14][CH:15]([CH3:17])[CH3:16])[NH:11][N:10]=3)[C:5]([N+:18]([O-:20])=[O:19])=[CH:4][N:3]=2)[CH3:30])=[N:27][CH:28]=1. Given the reactants Cl[C:2]1[N:7]=[C:6]([NH:8][C:9]2[CH:13]=[C:12]([O:14][CH:15]([CH3:17])[CH3:16])[NH:11][N:10]=2)[C:5]([N+:18]([O-:20])=[O:19])=[CH:4][N:3]=1.Cl.[F:22][C:23]1[CH:24]=[N:25][C:26]([C@@H:29]([NH2:31])[CH3:30])=[N:27][CH:28]=1.C(N(C(C)C)CC)(C)C, predict the reaction product. (2) Given the reactants [F:1][C:2]1[CH:24]=[CH:23][CH:22]=[CH:21][C:3]=1[CH2:4][O:5][C:6]1[C:7]2[N:8]([C:12]([C:16]([O:18]CC)=[O:17])=[C:13]([CH3:15])[N:14]=2)[CH:9]=[CH:10][CH:11]=1.C1COCC1.[OH-].[Na+], predict the reaction product. The product is: [F:1][C:2]1[CH:24]=[CH:23][CH:22]=[CH:21][C:3]=1[CH2:4][O:5][C:6]1[C:7]2[N:8]([C:12]([C:16]([OH:18])=[O:17])=[C:13]([CH3:15])[N:14]=2)[CH:9]=[CH:10][CH:11]=1. (3) The product is: [NH2:12][NH:13][C:8](=[O:10])[CH2:7][CH:2]1[CH2:3][CH2:4][CH2:5][CH2:6][NH:1]1. Given the reactants [NH:1]1[CH2:6][CH2:5][CH2:4][CH2:3][CH:2]1[CH2:7][C:8]([O:10]C)=O.[NH2:12][NH2:13], predict the reaction product. (4) Given the reactants [Br:1][C:2]1[C:7]([CH3:8])=[CH:6][C:5]([C:9]([C:11]2[CH:16]=[CH:15][C:14]([F:17])=[CH:13][CH:12]=2)=O)=[C:4]([OH:18])[CH:3]=1.C[O:20][C:21](=O)[CH:22]=P(C1C=CC=CC=1)(C1C=CC=CC=1)C1C=CC=CC=1, predict the reaction product. The product is: [Br:1][C:2]1[CH:3]=[C:4]2[C:5]([C:9]([C:11]3[CH:16]=[CH:15][C:14]([F:17])=[CH:13][CH:12]=3)=[CH:22][C:21](=[O:20])[O:18]2)=[CH:6][C:7]=1[CH3:8].